This data is from Forward reaction prediction with 1.9M reactions from USPTO patents (1976-2016). The task is: Predict the product of the given reaction. (1) Given the reactants [Cl:1][C:2]1[C:3]2[N:4]([CH:18]=[N:19][CH:20]=2)[C:5]([C:11]2[CH:16]=[CH:15][CH:14]=[C:13]([F:17])[CH:12]=2)=[C:6]([CH:8]([NH2:10])[CH3:9])[CH:7]=1.Br[C:22]1[N:30]=[CH:29][N:28]=[C:27]2[C:23]=1[N:24]=[CH:25][NH:26]2.C(N(CC)C(C)C)(C)C, predict the reaction product. The product is: [Cl:1][C:2]1[C:3]2[N:4]([CH:18]=[N:19][CH:20]=2)[C:5]([C:11]2[CH:16]=[CH:15][CH:14]=[C:13]([F:17])[CH:12]=2)=[C:6]([CH:8]([NH:10][C:22]2[N:30]=[CH:29][N:28]=[C:27]3[C:23]=2[N:24]=[CH:25][NH:26]3)[CH3:9])[CH:7]=1. (2) Given the reactants [Cl:1][CH2:2][C:3]1[CH:8]=[CH:7][C:6]([C:9]2[O:13][N:12]=[C:11]([C:14]3[CH:15]=[CH:16][C:17]([N:20]4[CH2:25][CH2:24][N:23]([CH:26]([CH3:28])[CH3:27])[CH2:22][CH2:21]4)=[N:18][CH:19]=3)[N:10]=2)=[CH:5][CH:4]=1.[NH:29]1[CH2:37][CH2:36][CH:32]([C:33]([NH2:35])=[O:34])[CH2:31][CH2:30]1, predict the reaction product. The product is: [ClH:1].[ClH:1].[CH:26]([N:23]1[CH2:24][CH2:25][N:20]([C:17]2[N:18]=[CH:19][C:14]([C:11]3[N:10]=[C:9]([C:6]4[CH:5]=[CH:4][C:3]([CH2:2][N:29]5[CH2:37][CH2:36][CH:32]([C:33]([NH2:35])=[O:34])[CH2:31][CH2:30]5)=[CH:8][CH:7]=4)[O:13][N:12]=3)=[CH:15][CH:16]=2)[CH2:21][CH2:22]1)([CH3:28])[CH3:27]. (3) Given the reactants [CH:1]1[C:13]2[NH:12][C:11]3[C:6](=[CH:7][CH:8]=[CH:9][CH:10]=3)[C:5]=2[CH:4]=[CH:3][CH:2]=1.Br[C:15]1[CH:16]=[C:17]([Si:22]([CH3:25])([CH3:24])[CH3:23])[CH:18]=[C:19](Br)[CH:20]=1.C(=O)([O-])[O-].[K+].[K+].C1OCCO[C:53]2[C:48](=[CH:49][CH:50]=[CH:51][CH:52]=2)OCCOCCO[C:53]2[C:48](=[CH:49][CH:50]=[CH:51][CH:52]=2)OC1, predict the reaction product. The product is: [CH3:23][Si:22]([CH3:25])([CH3:24])[C:17]1[CH:16]=[C:15]([N:12]2[C:48]3[CH:49]=[CH:50][CH:51]=[CH:52][C:53]=3[C:6]3[C:11]2=[CH:10][CH:9]=[CH:8][CH:7]=3)[CH:20]=[C:19]([N:12]2[C:11]3[CH:10]=[CH:9][CH:8]=[CH:7][C:6]=3[C:5]3[C:13]2=[CH:1][CH:2]=[CH:3][CH:4]=3)[CH:18]=1. (4) Given the reactants Br[C:2]1[CH:3]=[CH:4][C:5]([N+:8]([O-])=O)=[N:6][CH:7]=1.[NH:11]1[CH2:16][CH2:15][O:14][CH2:13][CH2:12]1.C(=O)([O-])[O-].[K+].[K+], predict the reaction product. The product is: [N:11]1([C:2]2[CH:3]=[CH:4][C:5]([NH2:8])=[N:6][CH:7]=2)[CH2:16][CH2:15][O:14][CH2:13][CH2:12]1.[NH:11]1[CH2:16][CH2:15][O:14][CH2:13][CH2:12]1. (5) Given the reactants [CH3:1][N:2]1[C:10]2[CH:9]3[CH2:11][CH2:12][CH:6]([CH2:7][CH2:8]3)[C:5]=2[C:4]([CH:13]=[O:14])=[N:3]1.[Br:15][C@H:16]1[C:22](=[O:23])[N:21]2[C@@H:17]1[S:18][CH:19]=[C:20]2[C:24]([O:26][CH2:27][C:28]1[CH:33]=[CH:32][C:31]([N+:34]([O-:36])=[O:35])=[CH:30][CH:29]=1)=[O:25].[CH3:37][CH2:38][O:39]CC.[Mg+2].[Br-].[Br-].CCN(CC)CC.[Al].C(OC(=O)C)(=O)C, predict the reaction product. The product is: [C:38]([O:14][CH:13]([C:4]1[C:5]2[CH:6]3[CH2:12][CH2:11][CH:9]([CH2:8][CH2:7]3)[C:10]=2[N:2]([CH3:1])[N:3]=1)[C:16]1([Br:15])[C:22](=[O:23])[N:21]2[C@@H:17]1[S:18][CH:19]=[C:20]2[C:24]([O:26][CH2:27][C:28]1[CH:33]=[CH:32][C:31]([N+:34]([O-:36])=[O:35])=[CH:30][CH:29]=1)=[O:25])(=[O:39])[CH3:37]. (6) The product is: [C:26]1([C:32]2[N:33]=[CH:34][C:35]([NH:38][C:39]([N:2]3[CH2:7][CH2:6][C:5](=[CH:8][C:9]4[CH:25]=[CH:24][CH:23]=[C:11]([O:12][C:13]5[CH:18]=[CH:17][C:16]([C:19]([F:22])([F:20])[F:21])=[CH:15][N:14]=5)[CH:10]=4)[CH2:4][CH2:3]3)=[O:40])=[N:36][CH:37]=2)[CH:27]=[CH:28][CH:29]=[CH:30][CH:31]=1. Given the reactants Cl.[NH:2]1[CH2:7][CH2:6][C:5](=[CH:8][C:9]2[CH:10]=[C:11]([CH:23]=[CH:24][CH:25]=2)[O:12][C:13]2[CH:18]=[CH:17][C:16]([C:19]([F:22])([F:21])[F:20])=[CH:15][N:14]=2)[CH2:4][CH2:3]1.[C:26]1([C:32]2[N:33]=[CH:34][C:35]([NH:38][C:39](=O)[O:40]C3C=CC=CC=3)=[N:36][CH:37]=2)[CH:31]=[CH:30][CH:29]=[CH:28][CH:27]=1.C(N(C(C)C)CC)(C)C, predict the reaction product.